From a dataset of Forward reaction prediction with 1.9M reactions from USPTO patents (1976-2016). Predict the product of the given reaction. Given the reactants C(OC([N:8]1[CH2:15][CH2:14][CH:13]2[CH:10]([N:11]([S:16]([C:19]3[CH:24]=[CH:23][C:22]([CH3:25])=[CH:21][C:20]=3[CH3:26])(=[O:18])=[O:17])[CH2:12]2)[CH2:9]1)=O)(C)(C)C.FC(F)(F)C(O)=O, predict the reaction product. The product is: [CH3:26][C:20]1[CH:21]=[C:22]([CH3:25])[CH:23]=[CH:24][C:19]=1[S:16]([N:11]1[CH:10]2[CH:13]([CH2:14][CH2:15][NH:8][CH2:9]2)[CH2:12]1)(=[O:18])=[O:17].